This data is from Forward reaction prediction with 1.9M reactions from USPTO patents (1976-2016). The task is: Predict the product of the given reaction. (1) Given the reactants [NH2:1][CH2:2][C:3]1[CH:4]=[C:5]2[C:9](=[CH:10][CH:11]=1)[C:8](=[O:12])[N:7]([CH:13]1[CH2:18][CH2:17][C:16](=[O:19])[NH:15][C:14]1=[O:20])[CH2:6]2.[Cl:21][C:22]1[CH:27]=[CH:26][CH:25]=[C:24]([N:28]=[C:29]=[O:30])[C:23]=1[CH3:31].Cl, predict the reaction product. The product is: [Cl:21][C:22]1[C:23]([CH3:31])=[C:24]([NH:28][C:29]([NH:1][CH2:2][C:3]2[CH:4]=[C:5]3[C:9](=[CH:10][CH:11]=2)[C:8](=[O:12])[N:7]([CH:13]2[CH2:18][CH2:17][C:16](=[O:19])[NH:15][C:14]2=[O:20])[CH2:6]3)=[O:30])[CH:25]=[CH:26][CH:27]=1. (2) Given the reactants F[C:2]1[CH:9]=[CH:8][C:5]([CH:6]=[O:7])=[CH:4][CH:3]=1.[OH:10][C:11]1[CH:16]=[CH:15][CH:14]=[CH:13][C:12]=1[C:17]([F:20])([F:19])[F:18].C(=O)([O-])[O-].[Cs+].[Cs+], predict the reaction product. The product is: [F:18][C:17]([F:19])([F:20])[C:12]1[CH:13]=[CH:14][CH:15]=[CH:16][C:11]=1[O:10][C:2]1[CH:9]=[CH:8][C:5]([CH:6]=[O:7])=[CH:4][CH:3]=1.